Dataset: Full USPTO retrosynthesis dataset with 1.9M reactions from patents (1976-2016). Task: Predict the reactants needed to synthesize the given product. (1) Given the product [CH3:10][O:11][C:12](=[O:16])/[CH:13]=[C:14](/[O:1][C:2]1[CH:9]=[CH:8][CH:7]=[C:4]([C:5]#[N:6])[CH:3]=1)\[CH3:15], predict the reactants needed to synthesize it. The reactants are: [OH:1][C:2]1[CH:3]=[C:4]([CH:7]=[CH:8][CH:9]=1)[C:5]#[N:6].[CH3:10][O:11][C:12](=[O:16])[C:13]#[C:14][CH3:15].N12CCCN=C1CCCCC2. (2) Given the product [CH2:1]([O:3][C:4]([C:6]1[C:7]2[CH:8]=[CH:9][NH:10][C:11]=2[CH:12]=[C:13]([O:15][CH2:28][CH:26]2[CH2:27][CH:25]2[C:19]2[CH:24]=[CH:23][CH:22]=[CH:21][CH:20]=2)[CH:14]=1)=[O:5])[CH3:2], predict the reactants needed to synthesize it. The reactants are: [CH2:1]([O:3][C:4]([C:6]1[C:7]2[CH:8]=[CH:9][N:10](C(=O)C)[C:11]=2[CH:12]=[C:13]([OH:15])[CH:14]=1)=[O:5])[CH3:2].[C:19]1([CH:25]2[CH2:27][CH:26]2[CH2:28]OS(C)(=O)=O)[CH:24]=[CH:23][CH:22]=[CH:21][CH:20]=1.C(=O)([O-])[O-].[K+].[K+]. (3) Given the product [NH2:17][C:15]1[N:16]=[C:11]2[CH:10]=[N:9][C:8]([C:5]3[CH:6]=[CH:7][C:2]([NH:1][C:35](=[O:36])[CH2:34][C:31]4[CH:32]=[CH:33][C:28]([F:27])=[CH:29][CH:30]=4)=[CH:3][CH:4]=3)=[CH:13][N:12]2[N:14]=1, predict the reactants needed to synthesize it. The reactants are: [NH2:1][C:2]1[CH:7]=[CH:6][C:5]([C:8]2[N:9]=[CH:10][C:11]3[N:12]([N:14]=[C:15]([NH2:17])[N:16]=3)[CH:13]=2)=[CH:4][CH:3]=1.CCN(C(C)C)C(C)C.[F:27][C:28]1[CH:33]=[CH:32][C:31]([CH2:34][C:35](O)=[O:36])=[CH:30][CH:29]=1.CN(C(ON1N=NC2C=CC=NC1=2)=[N+](C)C)C.F[P-](F)(F)(F)(F)F. (4) The reactants are: [C:1]1([N:7]2[C:12](=[O:13])[C:11]3[S:14][CH:15]=[C:16]([C:17]4[CH:22]=[CH:21][CH:20]=[CH:19][CH:18]=4)[C:10]=3[N:9]=[CH:8]2)[CH:6]=[CH:5][CH:4]=[CH:3][CH:2]=1.NC1C(C2C=CC3[O:33][CH2:34][O:35]C=3C=2)=CSC=1C(OC)=O.C(OCC)(OCC)OCC.[Cl:52]C1C=CC(N)=CC=1. Given the product [O:33]1[C:20]2[CH:21]=[CH:22][C:17]([C:16]3[C:10]4[N:9]=[CH:8][N:7]([C:1]5[CH:6]=[CH:5][C:4]([Cl:52])=[CH:3][CH:2]=5)[C:12](=[O:13])[C:11]=4[S:14][CH:15]=3)=[CH:18][C:19]=2[O:35][CH2:34]1, predict the reactants needed to synthesize it. (5) Given the product [NH2:6][C:5]1[C:4]([F:9])=[C:3]([C:2]([Cl:1])=[CH:8][CH:7]=1)[C:15]([O:16][CH2:17][C:18]1[CH:23]=[CH:22][CH:21]=[CH:20][CH:19]=1)=[O:24], predict the reactants needed to synthesize it. The reactants are: [Cl:1][C:2]1[CH:8]=[CH:7][C:5]([NH2:6])=[C:4]([F:9])[CH:3]=1.[Li]CCCC.[C:15](Cl)(=[O:24])[O:16][CH2:17][C:18]1[CH:23]=[CH:22][CH:21]=[CH:20][CH:19]=1. (6) Given the product [NH:13]1[C:2]2[N:9]=[CH:8][CH:7]=[CH:6][C:3]=2[C:4]([NH2:5])=[N:14][S:10]1(=[O:12])=[O:11], predict the reactants needed to synthesize it. The reactants are: N[C:2]1[N:9]=[CH:8][CH:7]=[CH:6][C:3]=1[C:4]#[N:5].[S:10]([NH2:14])([NH2:13])(=[O:12])=[O:11].C1CCN2C(=NCCC2)CC1. (7) Given the product [Cl:22][C:21]1[C:16]([O:15][C@H:12]2[CH2:13][CH2:14][C@@H:9]([OH:8])[CH2:10][C@@H:11]2[C:45]2[N:49]([CH3:50])[N:48]=[CH:47][CH:46]=2)=[CH:17][C:18]([F:44])=[C:19]([S:23]([N:26]([CH2:33][C:34]2[CH:39]=[CH:38][C:37]([O:40][CH3:41])=[CH:36][C:35]=2[O:42][CH3:43])[C:27]2[CH:32]=[CH:31][N:30]=[CH:29][N:28]=2)(=[O:25])=[O:24])[CH:20]=1, predict the reactants needed to synthesize it. The reactants are: [Si]([O:8][C@@H:9]1[CH2:14][CH2:13][C@H:12]([O:15][C:16]2[C:21]([Cl:22])=[CH:20][C:19]([S:23]([N:26]([CH2:33][C:34]3[CH:39]=[CH:38][C:37]([O:40][CH3:41])=[CH:36][C:35]=3[O:42][CH3:43])[C:27]3[CH:32]=[CH:31][N:30]=[CH:29][N:28]=3)(=[O:25])=[O:24])=[C:18]([F:44])[CH:17]=2)[C@@H:11]([C:45]2[N:49]([CH3:50])[N:48]=[CH:47][CH:46]=2)[CH2:10]1)(C(C)(C)C)(C)C.[F-].C([N+](CCCC)(CCCC)CCCC)CCC.Cl. (8) Given the product [CH3:22][O:23][CH2:24][CH2:25][CH2:26][C:27]([O:1][C:2]1[C:15]2[C:14](=[O:16])[C:13]3[C:8](=[CH:9][CH:10]=[CH:11][C:12]=3[O:17][C:41](=[O:30])[CH2:42][CH2:36][CH2:35][O:34][CH3:31])[C:7](=[O:18])[C:6]=2[CH:5]=[C:4]([C:19]([OH:21])=[O:20])[CH:3]=1)=[O:28], predict the reactants needed to synthesize it. The reactants are: [OH:1][C:2]1[C:15]2[C:14](=[O:16])[C:13]3[C:8](=[CH:9][CH:10]=[CH:11][C:12]=3[OH:17])[C:7](=[O:18])[C:6]=2[CH:5]=[C:4]([C:19]([OH:21])=[O:20])[CH:3]=1.[CH3:22][O:23][CH2:24][CH2:25][CH2:26][C:27](Cl)=[O:28].[OH2:30].[C:31]([O:34][CH2:35][CH3:36])(=O)C.N1[CH:42]=[CH:41]C=CC=1.